From a dataset of M1 muscarinic receptor agonist screen with 61,833 compounds. Binary Classification. Given a drug SMILES string, predict its activity (active/inactive) in a high-throughput screening assay against a specified biological target. (1) The drug is s1c(nn2c(nnc12)c1occc1)c1c(OC)cccc1. The result is 0 (inactive). (2) The drug is Clc1cc(N(S(=O)(=O)c2ccccc2)CC(=O)N2CCN(CC2)C)ccc1. The result is 0 (inactive). (3) The molecule is O1CC(C(CC)C1=O)Cc1n(cnc1)C. The result is 1 (active). (4) The drug is O(c1cc(cc(c1)C)C)CC(=O)Nc1cc(ccc1)c1oc(nn1)c1occc1. The result is 1 (active).